From a dataset of Full USPTO retrosynthesis dataset with 1.9M reactions from patents (1976-2016). Predict the reactants needed to synthesize the given product. Given the product [N:12]1[C:13]2[C:18](=[CH:17][CH:16]=[CH:15][CH:14]=2)[CH:19]=[CH:20][C:11]=1[N:9]1[CH:10]=[C:6]([CH2:4][OH:3])[N:7]=[CH:8]1, predict the reactants needed to synthesize it. The reactants are: C([O:3][C:4]([C:6]1[N:7]=[CH:8][N:9]([C:11]2[CH:20]=[CH:19][C:18]3[C:13](=[CH:14][CH:15]=[CH:16][CH:17]=3)[N:12]=2)[CH:10]=1)=O)C.[H-].[Al+3].[Li+].[H-].[H-].[H-].